Dataset: Full USPTO retrosynthesis dataset with 1.9M reactions from patents (1976-2016). Task: Predict the reactants needed to synthesize the given product. (1) Given the product [N:20]1([C:17]2[CH:18]=[CH:19][C:14]([C:11]3[CH:12]=[CH:13][C:8]([N:7]4[C:2](=[O:1])[CH:3]=[CH:4][CH:5]=[N:6]4)=[CH:9][CH:10]=3)=[CH:15][CH:16]=2)[CH2:24][CH2:23][C@@H:22]2[CH2:25][NH:26][CH2:27][C@H:21]12, predict the reactants needed to synthesize it. The reactants are: [O:1]=[C:2]1[N:7]([C:8]2[CH:13]=[CH:12][C:11]([C:14]3[CH:19]=[CH:18][C:17]([N:20]4[CH2:24][CH2:23][C@@H:22]5[CH2:25][N:26](C(OCC)=O)[CH2:27][C@H:21]45)=[CH:16][CH:15]=3)=[CH:10][CH:9]=2)[N:6]=[CH:5][CH:4]=[CH:3]1.C(O)(=O)C. (2) Given the product [Cl:1][C:2]1[CH:7]=[CH:6][C:5]([O:8][C:14]2[CH:21]=[CH:20][C:17]([CH:18]=[O:19])=[CH:16][CH:15]=2)=[CH:4][C:3]=1[C:9]([F:10])([F:11])[F:12], predict the reactants needed to synthesize it. The reactants are: [Cl:1][C:2]1[CH:7]=[CH:6][C:5]([OH:8])=[CH:4][C:3]=1[C:9]([F:12])([F:11])[F:10].F[C:14]1[CH:21]=[CH:20][C:17]([CH:18]=[O:19])=[CH:16][CH:15]=1.C([O-])([O-])=O.[K+].[K+]. (3) Given the product [NH2:2][C:3]1[C:4]2[C:14]([O:15][CH2:16][C@H:17]3[CH2:22][CH2:21][CH2:20][CH2:19][N:18]3[C:34]([C:27]3[C:26]4[C:31](=[CH:32][CH:33]=[C:24]([CH3:23])[CH:25]=4)[N:30]=[CH:29][CH:28]=3)=[O:35])=[CH:13][CH:12]=[CH:11][C:5]=2[NH:6][S:7](=[O:9])(=[O:10])[N:8]=1, predict the reactants needed to synthesize it. The reactants are: Cl.[NH2:2][C:3]1[C:4]2[C:14]([O:15][CH2:16][C@H:17]3[CH2:22][CH2:21][CH2:20][CH2:19][NH2+:18]3)=[CH:13][CH:12]=[CH:11][C:5]=2[NH:6][S:7](=[O:10])(=[O:9])[N:8]=1.[CH3:23][C:24]1[CH:25]=[C:26]2[C:31](=[CH:32][CH:33]=1)[N:30]=[CH:29][CH:28]=[C:27]2[C:34](O)=[O:35]. (4) Given the product [C:1]([O:5][C:6]([NH:8][CH2:9][C:10]([C:13]1[CH:14]=[C:15]([C:18]([OH:20])=[O:19])[NH:16][CH:17]=1)([CH3:12])[CH3:11])=[O:7])([CH3:2])([CH3:3])[CH3:4], predict the reactants needed to synthesize it. The reactants are: [C:1]([O:5][C:6]([NH:8][CH2:9][C:10]([C:13]1[CH:14]=[C:15]([C:18]([O:20]C)=[O:19])[NH:16][CH:17]=1)([CH3:12])[CH3:11])=[O:7])([CH3:4])([CH3:3])[CH3:2].[OH-].[Na+].C(OCC)(=O)C.Cl.